Binary Classification. Given a miRNA mature sequence and a target amino acid sequence, predict their likelihood of interaction. From a dataset of Experimentally validated miRNA-target interactions with 360,000+ pairs, plus equal number of negative samples. (1) The miRNA is mmu-miR-1903 with sequence CCUUCUUCUUCUUCCUGAGACA. The protein sequence of the target gene is MVRGARQPQQPRSRLAPRLTGTVEKPPRKRRSRTEFALKEIMSSGGAEDDIPQGERKTVTDFCYLLDKSKQLFNGLRDLPQYGQKQWQSYFGRTFDVYTKLWKFQQQHRQVLDNRYGLKRWQIGEIASKIGQLYYHYYLRTSETSYLNEAFSFYSAIRQRSYYSQVNKEDRPELVVKKLRYYARFIVVCLLLNKMDVVKDLVKELSDEIEDYTHRFNTEDQVEWNLVLQEVAAFIEADPVMVLNDDNTIVITSNRLAETGAPLLEQGMIVGQLSLADALIIGNCNNQVKFSELTVDMFRM.... Result: 0 (no interaction). (2) The protein sequence of the target gene is MQAGPVQAVPPPPPVATESKQPIEEEASSKEDPTPSKPVVGIIYPPPEVRNIVDKTASFVARNGPEFEARIRQNEINNPKFNFLNPNDPYHAYYRHKVSEFKEGKAQEPSAAIPKVMQQQQQATQQQLPQKVQAQVIQETIVPKEPPPEFEFIADPPSISAFDLDVVKLTAQFVARNGRQFLTQLMQKEQRNYQFDFLRPQHSLFNYFTKLVEQYTKILIPPKGLFSKLKKEAENPREVLDQVCYRVEWAKFQERERKKEEEEKEKERVAYAQIDWHDFVVVETVDFQPNEQGNFPPPTT.... Result: 0 (no interaction). The miRNA is hsa-miR-4308 with sequence UCCCUGGAGUUUCUUCUU. (3) The miRNA is hsa-miR-152-5p with sequence AGGUUCUGUGAUACACUCCGACU. The protein sequence of the target gene is MEIPIQVAVRIFPHRELKDLLRSFGPTEPKKDAQAVDEGADSKDSEAQVPAAEKDNPSISETDPNGNAEQDSAADSKTIPDANGNDSGQKDYPDSAYCVQAIPISASALGLPSALPGGDPMDSIAAGLIQVGPHTVPVTHALPSSSSQEQVYHQTVFPLITLFLEGFDASVVTYGQRGQGKSYTLYGNVQDPTLTDSTEGVVQLCVRDIFSHISLHPERTYAINVGFVEICGGDVCDLLGMGNIHCTNVDAVFHWLQVGLSARQSLPAHTLFTLTLEQQWVSKEGLLQHRLSTASFSDLC.... Result: 0 (no interaction).